Dataset: Catalyst prediction with 721,799 reactions and 888 catalyst types from USPTO. Task: Predict which catalyst facilitates the given reaction. (1) Reactant: Cl[C:2]([O:4][CH3:5])=[O:3].[NH2:6][CH2:7][C@@H:8]1[O:12][C:11](=[O:13])[N:10]([C:14]2[CH:25]=[C:24]([F:26])[C:17]3[N:18]([CH3:23])[C:19](=[O:22])[O:20][CH2:21][C:16]=3[CH:15]=2)[CH2:9]1.C(N(CC)C(C)C)(C)C. Product: [F:26][C:24]1[C:17]2[N:18]([CH3:23])[C:19](=[O:22])[O:20][CH2:21][C:16]=2[CH:15]=[C:14]([N:10]2[CH2:9][C@H:8]([CH2:7][NH:6][C:2](=[O:3])[O:4][CH3:5])[O:12][C:11]2=[O:13])[CH:25]=1. The catalyst class is: 4. (2) Reactant: [N+:1]([C:4]1[CH:5]=[C:6]2[C:10](=[CH:11][CH:12]=1)[NH:9][CH:8]=[CH:7]2)([O-:3])=[O:2].C([O-])([O-])=O.[K+].[K+].Br[CH2:20][C:21]([O:23][CH3:24])=[O:22]. Product: [N+:1]([C:4]1[CH:5]=[C:6]2[C:10](=[CH:11][CH:12]=1)[N:9]([CH2:20][C:21]([O:23][CH3:24])=[O:22])[CH:8]=[CH:7]2)([O-:3])=[O:2]. The catalyst class is: 3. (3) Reactant: [Cl:1][C:2]1[CH:3]=[C:4]([CH:7]=[C:8]([O:10][C:11]2[C:12]([OH:22])=[N:13][CH:14]=[CH:15][C:16]=2[C:17]([O:19]CC)=[CH2:18])[CH:9]=1)[C:5]#[N:6].C1C=CC(P(C2C=CC=CC=2)C2C=CC=CC=2)=CC=1.Cl. Product: [C:17]([C:16]1[CH:15]=[CH:14][N:13]=[C:12]([OH:22])[C:11]=1[O:10][C:8]1[CH:7]=[C:4]([CH:3]=[C:2]([Cl:1])[CH:9]=1)[C:5]#[N:6])(=[O:19])[CH3:18]. The catalyst class is: 21. (4) The catalyst class is: 281. Reactant: C(OC([N:8]1[CH2:13][CH2:12][N:11]([C:14]2[CH:19]=[CH:18][CH:17]=[C:16]([C:20]([N:22]3[CH2:27][CH2:26][CH2:25][CH2:24][CH:23]3[C:28]3[CH:33]=[CH:32][CH:31]=[CH:30][C:29]=3[CH3:34])=[O:21])[N:15]=2)[CH2:10][CH2:9]1)=O)(C)(C)C.C([O-])(O)=O.[Na+]. Product: [N:11]1([C:14]2[N:15]=[C:16]([C:20]([N:22]3[CH2:27][CH2:26][CH2:25][CH2:24][CH:23]3[C:28]3[CH:33]=[CH:32][CH:31]=[CH:30][C:29]=3[CH3:34])=[O:21])[CH:17]=[CH:18][CH:19]=2)[CH2:12][CH2:13][NH:8][CH2:9][CH2:10]1. (5) Reactant: I[C:2]1[CH:3]=[C:4]([CH:9]=[C:10]([C:12](=[O:22])[N:13]([CH3:21])[CH2:14][C:15]2[S:16][CH:17]=[C:18]([CH3:20])[N:19]=2)[CH:11]=1)[C:5]([O:7][CH3:8])=[O:6].[CH3:23][N:24]1[CH:28]=[CH:27][CH:26]=[C:25]1[Sn](CCCC)(CCCC)CCCC. Product: [CH3:21][N:13]([CH2:14][C:15]1[S:16][CH:17]=[C:18]([CH3:20])[N:19]=1)[C:12]([C:10]1[CH:9]=[C:4]([CH:3]=[C:2]([C:25]2[N:24]([CH3:23])[CH:28]=[CH:27][CH:26]=2)[CH:11]=1)[C:5]([O:7][CH3:8])=[O:6])=[O:22]. The catalyst class is: 109. (6) Reactant: [NH2:1][C@H:2]([CH2:6][N:7]1[CH2:18][CH2:17][N:16]([CH2:19][C:20](=[O:26])[O:21][C:22]([CH3:25])([CH3:24])[CH3:23])[CH2:15][CH2:14][N:13]([CH2:27][C:28](=[O:34])[O:29][C:30]([CH3:33])([CH3:32])[CH3:31])[CH2:12][CH2:11][N:10]([CH2:35][C:36]([O:38][C:39]([CH3:42])([CH3:41])[CH3:40])=[O:37])[CH2:9][CH2:8]1)[C:3]([OH:5])=[O:4].C([O-])([O-])=O.[Na+].[Na+].[C:49](Cl)([O:51][CH2:52][CH:53]1[C:65]2[C:60](=[CH:61][CH:62]=[CH:63][CH:64]=2)[C:59]2[C:54]1=[CH:55][CH:56]=[CH:57][CH:58]=2)=[O:50]. Product: [CH:64]1[C:65]2[CH:53]([CH2:52][O:51][C:49]([NH:1][C@H:2]([CH2:6][N:7]3[CH2:8][CH2:9][N:10]([CH2:35][C:36](=[O:37])[O:38][C:39]([CH3:42])([CH3:41])[CH3:40])[CH2:11][CH2:12][N:13]([CH2:27][C:28](=[O:34])[O:29][C:30]([CH3:31])([CH3:32])[CH3:33])[CH2:14][CH2:15][N:16]([CH2:19][C:20]([O:21][C:22]([CH3:25])([CH3:23])[CH3:24])=[O:26])[CH2:17][CH2:18]3)[C:3]([OH:5])=[O:4])=[O:50])[C:54]3[C:59](=[CH:58][CH:57]=[CH:56][CH:55]=3)[C:60]=2[CH:61]=[CH:62][CH:63]=1. The catalyst class is: 38. (7) Reactant: [C:1]([NH2:9])(=[O:8])[C:2]1[CH:7]=[CH:6][CH:5]=[CH:4][CH:3]=1.Cl[C:11]([S:13]Cl)=[O:12]. Product: [C:2]1([C:1]2[O:8][C:11](=[O:12])[S:13][N:9]=2)[CH:7]=[CH:6][CH:5]=[CH:4][CH:3]=1. The catalyst class is: 11.